Dataset: Peptide-MHC class II binding affinity with 134,281 pairs from IEDB. Task: Regression. Given a peptide amino acid sequence and an MHC pseudo amino acid sequence, predict their binding affinity value. This is MHC class II binding data. (1) The MHC is DRB1_1302 with pseudo-sequence DRB1_1302. The peptide sequence is MAISGDDCVVKPIDDRF. The binding affinity (normalized) is 0. (2) The peptide sequence is EKKYFAATQFWPLAA. The MHC is DRB1_0101 with pseudo-sequence DRB1_0101. The binding affinity (normalized) is 0.849. (3) The peptide sequence is WNTGHDWILADKRPT. The MHC is DRB1_0901 with pseudo-sequence DRB1_0901. The binding affinity (normalized) is 0.414. (4) The peptide sequence is NLCCSQWGWCGSTDE. The MHC is DRB1_1302 with pseudo-sequence DRB1_1302. The binding affinity (normalized) is 0.177. (5) The peptide sequence is AKAFAYYIEPQHRDVLQLYA. The MHC is DRB1_1501 with pseudo-sequence DRB1_1501. The binding affinity (normalized) is 0.808. (6) The peptide sequence is FTCDQGYHSSDPNAV. The MHC is DRB1_0401 with pseudo-sequence DRB1_0401. The binding affinity (normalized) is 0.536. (7) The peptide sequence is CGRRHSVRIRVRSGG. The MHC is HLA-DQA10104-DQB10503 with pseudo-sequence HLA-DQA10104-DQB10503. The binding affinity (normalized) is 0.144. (8) The peptide sequence is SHLIKIPLLIGYGNK. The MHC is DRB1_0101 with pseudo-sequence DRB1_0101. The binding affinity (normalized) is 0.448. (9) The peptide sequence is FKPFAEYKSDYVYEP. The MHC is DRB1_0101 with pseudo-sequence DRB1_0101. The binding affinity (normalized) is 0.358. (10) The peptide sequence is AHGETVSAVAELIGD. The MHC is DRB1_1602 with pseudo-sequence DRB1_1602. The binding affinity (normalized) is 0.